From a dataset of Forward reaction prediction with 1.9M reactions from USPTO patents (1976-2016). Predict the product of the given reaction. (1) Given the reactants [C:1]1([C:7]2[N:12]=[CH:11][N:10]=[C:9]([C:13]3[C:17]4[C:18]([NH:22][CH:23]([CH3:25])[CH3:24])=[N:19][CH:20]=[CH:21][C:16]=4[N:15](CC4C=CC(OC)=CC=4)[N:14]=3)[CH:8]=2)[CH2:6][CH2:5][CH2:4][CH2:3][CH:2]=1.ClC1N=CN=C(C2C3C(NC(C)C)=NC=CC=3N(CC3C=CC(OC)=CC=3)N=2)C=1.C1(B2OC(C)(C)C(C)(C)O2)CCCC=C1.C([O-])([O-])=O.[Na+].[Na+], predict the reaction product. The product is: [CH:1]1([C:7]2[N:12]=[CH:11][N:10]=[C:9]([C:13]3[C:17]4[C:18]([NH:22][CH:23]([CH3:25])[CH3:24])=[N:19][CH:20]=[CH:21][C:16]=4[NH:15][N:14]=3)[CH:8]=2)[CH2:2][CH2:3][CH2:4][CH2:5][CH2:6]1. (2) Given the reactants [CH:1]1([CH2:7][CH2:8][C@@H:9]([CH3:15])[CH2:10][CH2:11][C:12]([OH:14])=O)[CH2:6][CH2:5][CH2:4][CH2:3][CH2:2]1.C(N(CC)CC)C.C(Cl)(=O)C(C)(C)C.[CH3:30][C@@H:31]1[C@H:35]([C:36]2[CH:41]=[CH:40][CH:39]=[CH:38][CH:37]=2)[O:34][C:33](=[O:42])[NH:32]1.[Cl-].[Li+], predict the reaction product. The product is: [CH:1]1([CH2:7][CH2:8][C@@H:9]([CH3:15])[CH2:10][CH2:11][C:12]([N:32]2[C@H:31]([CH3:30])[C@H:35]([C:36]3[CH:41]=[CH:40][CH:39]=[CH:38][CH:37]=3)[O:34][C:33]2=[O:42])=[O:14])[CH2:2][CH2:3][CH2:4][CH2:5][CH2:6]1.